Dataset: Full USPTO retrosynthesis dataset with 1.9M reactions from patents (1976-2016). Task: Predict the reactants needed to synthesize the given product. (1) Given the product [S:1]1[C:5]2[CH:6]=[CH:7][CH:8]=[CH:9][C:4]=2[N:3]=[C:2]1[C:10](=[C:13]([Cl:22])[C:15]1[O:16][CH:17]=[CH:18][CH:19]=1)[C:11]#[N:12], predict the reactants needed to synthesize it. The reactants are: [S:1]1[C:5]2[CH:6]=[CH:7][CH:8]=[CH:9][C:4]=2[N:3]=[C:2]1[C:10](=[C:13]([C:15]1[O:16][CH:17]=[CH:18][CH:19]=1)O)[C:11]#[N:12].O=P(Cl)(Cl)[Cl:22]. (2) Given the product [OH:31][C:26]1[CH:27]=[CH:28][CH:29]=[CH:30][C:25]=1[C:16]1[N:15]=[C:14]([N:11]2[CH2:12][CH2:13][C@@H:9]([NH:8][C:33](=[O:34])[O:35][CH2:36][CH2:37][O:38][CH3:39])[CH2:10]2)[C:23]2[C:18](=[CH:19][C:20]([CH3:24])=[CH:21][CH:22]=2)[N:17]=1, predict the reactants needed to synthesize it. The reactants are: C(N(CC)CC)C.[NH2:8][C@@H:9]1[CH2:13][CH2:12][N:11]([C:14]2[C:23]3[C:18](=[CH:19][C:20]([CH3:24])=[CH:21][CH:22]=3)[N:17]=[C:16]([C:25]3[CH:30]=[CH:29][CH:28]=[CH:27][C:26]=3[OH:31])[N:15]=2)[CH2:10]1.Cl[C:33]([O:35][CH2:36][CH2:37][O:38][CH3:39])=[O:34].ClC([O-])=O. (3) Given the product [Cl:1][C:2]1[NH:7][C:6]2=[N:8][CH:9]=[CH:10][C:5]2=[C:4]([C:17]2[O:18][CH:19]=[CH:20][CH:21]=2)[N:3]=1, predict the reactants needed to synthesize it. The reactants are: [Cl:1][C:2]1[NH:7][C:6]2=[N:8][CH:9]=[CH:10][C:5]2=[C:4](Cl)[N:3]=1.C([Sn](CCCC)(CCCC)[C:17]1[O:18][CH:19]=[CH:20][CH:21]=1)CCC. (4) Given the product [CH3:1][C:2]1[N:7]=[C:6]([C:8]2[CH:13]=[CH:12][CH:11]=[C:10]([C:14]3[CH:19]=[CH:18][CH:17]=[C:16]([S:20]([N:34]4[CH2:39][CH2:38][O:37][CH2:36][CH2:35]4)(=[O:22])=[O:21])[CH:15]=3)[N:9]=2)[CH:5]=[C:4]([C:24]2[CH:29]=[CH:28][C:27]([C:30]([F:33])([F:32])[F:31])=[CH:26][CH:25]=2)[CH:3]=1, predict the reactants needed to synthesize it. The reactants are: [CH3:1][C:2]1[N:7]=[C:6]([C:8]2[CH:13]=[CH:12][CH:11]=[C:10]([C:14]3[CH:15]=[C:16]([S:20](Cl)(=[O:22])=[O:21])[CH:17]=[CH:18][CH:19]=3)[N:9]=2)[CH:5]=[C:4]([C:24]2[CH:29]=[CH:28][C:27]([C:30]([F:33])([F:32])[F:31])=[CH:26][CH:25]=2)[CH:3]=1.[NH:34]1[CH2:39][CH2:38][O:37][CH2:36][CH2:35]1.